Dataset: Full USPTO retrosynthesis dataset with 1.9M reactions from patents (1976-2016). Task: Predict the reactants needed to synthesize the given product. (1) Given the product [NH3:6].[CH3:11][C:9]1[N:10]=[C:5]2[C:4]([O:13][CH2:14][C:15]3[CH:20]=[CH:19][C:18]([O:21][CH3:22])=[CH:17][CH:16]=3)=[CH:3][C:2]([N:23]3[CH:28]=[CH:27][CH:26]=[CH:25][C:24]3=[O:29])=[CH:7][N:6]2[C:8]=1[CH3:12], predict the reactants needed to synthesize it. The reactants are: Br[C:2]1[CH:3]=[C:4]([O:13][CH2:14][C:15]2[CH:20]=[CH:19][C:18]([O:21][CH3:22])=[CH:17][CH:16]=2)[C:5]2[N:6]([C:8]([CH3:12])=[C:9]([CH3:11])[N:10]=2)[CH:7]=1.[NH:23]1[CH:28]=[CH:27][CH:26]=[CH:25][C:24]1=[O:29].C(=O)([O-])[O-].[K+].[K+]. (2) Given the product [OH:2][C:3]1[CH:4]=[C:5]2[C:10](=[CH:11][C:12]=1[OH:13])[C:9](=[O:15])[C:8]([CH3:17])([CH3:16])[CH2:7][CH2:6]2, predict the reactants needed to synthesize it. The reactants are: C[O:2][C:3]1[CH:4]=[C:5]2[C:10](=[CH:11][C:12]=1[O:13]C)[C:9](=[O:15])[C:8]([CH3:17])([CH3:16])[CH2:7][CH2:6]2. (3) Given the product [C:1]([O:5][C:6](=[O:17])/[CH:7]=[CH:8]/[C:9]1[CH:14]=[CH:13][C:12](/[CH:15]=[CH:32]/[C:31]([C:28]2[CH:27]=[CH:26][C:25]([N:22]3[CH2:21][CH2:20][N:19]([CH3:18])[CH2:24][CH2:23]3)=[CH:30][CH:29]=2)=[O:33])=[CH:11][N:10]=1)([CH3:4])([CH3:3])[CH3:2], predict the reactants needed to synthesize it. The reactants are: [C:1]([O:5][C:6](=[O:17])/[CH:7]=[CH:8]/[C:9]1[CH:14]=[CH:13][C:12]([CH:15]=O)=[CH:11][N:10]=1)([CH3:4])([CH3:3])[CH3:2].[CH3:18][N:19]1[CH2:24][CH2:23][N:22]([C:25]2[CH:30]=[CH:29][C:28]([C:31](=[O:33])[CH3:32])=[CH:27][CH:26]=2)[CH2:21][CH2:20]1.[OH-].[K+]. (4) Given the product [F:21][C:22]1[CH:23]=[C:24]([NH:25][C:12](=[O:20])[O:13][C:14]2[CH:19]=[CH:18][CH:17]=[CH:16][CH:15]=2)[CH:26]=[C:27]([F:30])[C:28]=1[F:29], predict the reactants needed to synthesize it. The reactants are: FC(C1C=C(N[C:12](=[O:20])[O:13][C:14]2[CH:19]=[CH:18][CH:17]=[CH:16][CH:15]=2)C=CC=1)(F)C.[F:21][C:22]1[CH:23]=[C:24]([CH:26]=[C:27]([F:30])[C:28]=1[F:29])[NH2:25].FC(C1C=C(C=CC=1)N)(F)C. (5) Given the product [Cl:1][CH2:2][C:3]1[NH:18][C:16](=[O:17])[C:7]2[N:8]=[N:9][N:10]([CH:11]3[CH2:15][CH2:14][CH2:13][CH2:12]3)[C:6]=2[N:5]=1, predict the reactants needed to synthesize it. The reactants are: [Cl:1][CH2:2][C:3]([NH:5][C:6]1[N:10]([CH:11]2[CH2:15][CH2:14][CH2:13][CH2:12]2)[N:9]=[N:8][C:7]=1[C:16]([NH2:18])=[O:17])=O.